Dataset: Full USPTO retrosynthesis dataset with 1.9M reactions from patents (1976-2016). Task: Predict the reactants needed to synthesize the given product. (1) Given the product [CH2:3]([O:5][C:6]([CH:8]([CH2:34][C:33]1[CH:32]=[CH:31][C:30]([C:29]([F:28])([F:38])[F:39])=[CH:37][CH:36]=1)[C:9]([C:11]1[CH:12]=[C:13]([CH2:19][CH:20]([CH2:26][CH3:27])[C:21]([O:23][CH2:24][CH3:25])=[O:22])[CH:14]=[CH:15][C:16]=1[O:17][CH3:18])=[O:10])=[O:7])[CH3:4], predict the reactants needed to synthesize it. The reactants are: [H-].[Na+].[CH2:3]([O:5][C:6]([CH2:8][C:9]([C:11]1[CH:12]=[C:13]([CH2:19][CH:20]([CH2:26][CH3:27])[C:21]([O:23][CH2:24][CH3:25])=[O:22])[CH:14]=[CH:15][C:16]=1[O:17][CH3:18])=[O:10])=[O:7])[CH3:4].[F:28][C:29]([F:39])([F:38])[C:30]1[CH:37]=[CH:36][C:33]([CH2:34]Br)=[CH:32][CH:31]=1.Cl. (2) The reactants are: [CH3:1][O:2][C:3](=[O:15])[C@@H:4]([OH:14])[C@@H:5]([C:7]1[CH:12]=[CH:11][CH:10]=[CH:9][C:8]=1[Cl:13])[OH:6].[CH2:16](OC(OCC)C)[CH3:17].C1(C)C=CC(S(O)(=O)=O)=CC=1. Given the product [CH3:1][O:2][C:3]([C@@H:4]1[C@@H:5]([C:7]2[CH:12]=[CH:11][CH:10]=[CH:9][C:8]=2[Cl:13])[O:6][CH:16]([CH3:17])[O:14]1)=[O:15], predict the reactants needed to synthesize it. (3) Given the product [NH2:9][C:6]1[CH:7]=[CH:8][C:3]([O:2][CH3:1])=[C:4]([NH:12][C:13](=[O:19])[O:14][C:15]([CH3:16])([CH3:17])[CH3:18])[CH:5]=1, predict the reactants needed to synthesize it. The reactants are: [CH3:1][O:2][C:3]1[CH:8]=[CH:7][C:6]([N+:9]([O-])=O)=[CH:5][C:4]=1[NH:12][C:13](=[O:19])[O:14][C:15]([CH3:18])([CH3:17])[CH3:16]. (4) Given the product [Cl:31][C:17]1[CH:16]=[C:15]([N:6]([C:7]2[CH:12]=[CH:11][C:10]([F:13])=[CH:9][C:8]=2[CH3:14])[C:5]([O:4][CH:2]([O:38][C:33](=[O:37])[CH2:34][CH2:35][CH3:36])[CH3:3])=[O:32])[CH:20]=[CH:19][C:18]=1[C:21](=[O:30])[C:22]1[CH:27]=[CH:26][C:25]([Cl:28])=[CH:24][C:23]=1[CH3:29], predict the reactants needed to synthesize it. The reactants are: Cl[CH:2]([O:4][C:5](=[O:32])[N:6]([C:15]1[CH:20]=[CH:19][C:18]([C:21](=[O:30])[C:22]2[CH:27]=[CH:26][C:25]([Cl:28])=[CH:24][C:23]=2[CH3:29])=[C:17]([Cl:31])[CH:16]=1)[C:7]1[CH:12]=[CH:11][C:10]([F:13])=[CH:9][C:8]=1[CH3:14])[CH3:3].[C:33]([O-:38])(=[O:37])[CH2:34][CH2:35][CH3:36].C([N+](CCCC)(CCCC)CCCC)CCC. (5) Given the product [CH3:16][N:17]([CH3:19])/[CH:18]=[CH:11]/[C:6]1[N:7]([CH3:22])[C:8]2[C:4]([C:5]=1[CH:12]=[O:13])=[CH:3][C:2]([F:1])=[CH:10][CH:9]=2, predict the reactants needed to synthesize it. The reactants are: [F:1][C:2]1[CH:3]=[C:4]2[C:8](=[CH:9][CH:10]=1)[NH:7][C:6]([CH3:11])=[C:5]2[CH:12]=[O:13].CO[CH:16](OC)[N:17]([CH3:19])[CH3:18].[CH3:22]N(C=O)C. (6) Given the product [Br:1][C:2]1[CH:7]=[CH:6][CH:5]=[C:4]([Br:8])[C:3]=1[O:9][CH3:10], predict the reactants needed to synthesize it. The reactants are: [Br:1][C:2]1[CH:7]=[CH:6][CH:5]=[C:4]([Br:8])[C:3]=1[OH:9].[C:10](=O)([O-])[O-].[K+].[K+].S(OC)(OC)(=O)=O.